From a dataset of NCI-60 drug combinations with 297,098 pairs across 59 cell lines. Regression. Given two drug SMILES strings and cell line genomic features, predict the synergy score measuring deviation from expected non-interaction effect. (1) Drug 1: COC1=C(C=C2C(=C1)N=CN=C2NC3=CC(=C(C=C3)F)Cl)OCCCN4CCOCC4. Drug 2: CC1C(C(CC(O1)OC2CC(OC(C2O)C)OC3=CC4=CC5=C(C(=O)C(C(C5)C(C(=O)C(C(C)O)O)OC)OC6CC(C(C(O6)C)O)OC7CC(C(C(O7)C)O)OC8CC(C(C(O8)C)O)(C)O)C(=C4C(=C3C)O)O)O)O. Cell line: T-47D. Synergy scores: CSS=48.8, Synergy_ZIP=7.89, Synergy_Bliss=15.4, Synergy_Loewe=14.8, Synergy_HSA=14.7. (2) Drug 1: CC1C(C(CC(O1)OC2CC(OC(C2O)C)OC3=CC4=CC5=C(C(=O)C(C(C5)C(C(=O)C(C(C)O)O)OC)OC6CC(C(C(O6)C)O)OC7CC(C(C(O7)C)O)OC8CC(C(C(O8)C)O)(C)O)C(=C4C(=C3C)O)O)O)O. Drug 2: C1CC(=O)NC(=O)C1N2C(=O)C3=CC=CC=C3C2=O. Cell line: HOP-92. Synergy scores: CSS=42.3, Synergy_ZIP=0.652, Synergy_Bliss=0.349, Synergy_Loewe=-44.4, Synergy_HSA=-0.704. (3) Drug 1: C1=NC2=C(N=C(N=C2N1C3C(C(C(O3)CO)O)O)F)N. Drug 2: CNC(=O)C1=NC=CC(=C1)OC2=CC=C(C=C2)NC(=O)NC3=CC(=C(C=C3)Cl)C(F)(F)F. Cell line: OVCAR-5. Synergy scores: CSS=-2.08, Synergy_ZIP=2.44, Synergy_Bliss=3.46, Synergy_Loewe=-0.582, Synergy_HSA=-0.232. (4) Drug 1: C1=CC(=CC=C1C#N)C(C2=CC=C(C=C2)C#N)N3C=NC=N3. Drug 2: CC1=C(C(=CC=C1)Cl)NC(=O)C2=CN=C(S2)NC3=CC(=NC(=N3)C)N4CCN(CC4)CCO. Cell line: NCI-H226. Synergy scores: CSS=-2.77, Synergy_ZIP=1.59, Synergy_Bliss=1.73, Synergy_Loewe=-5.23, Synergy_HSA=-3.03. (5) Drug 1: C(=O)(N)NO. Drug 2: C(CN)CNCCSP(=O)(O)O. Cell line: UACC62. Synergy scores: CSS=2.57, Synergy_ZIP=0.512, Synergy_Bliss=4.91, Synergy_Loewe=0.0327, Synergy_HSA=2.10. (6) Drug 1: C1CC(CNC1)C2=CC=C(C=C2)N3C=C4C=CC=C(C4=N3)C(=O)N. Synergy scores: CSS=45.0, Synergy_ZIP=5.63, Synergy_Bliss=8.01, Synergy_Loewe=10.6, Synergy_HSA=11.4. Drug 2: CNC(=O)C1=NC=CC(=C1)OC2=CC=C(C=C2)NC(=O)NC3=CC(=C(C=C3)Cl)C(F)(F)F. Cell line: T-47D.